The task is: Predict the product of the given reaction.. This data is from Forward reaction prediction with 1.9M reactions from USPTO patents (1976-2016). (1) Given the reactants C[Si](Cl)(C)C.[I-].[Na+].C([O:15][C:16]1[C:21]([Cl:22])=[C:20]([CH3:23])[C:19]([C:24]([F:27])([F:26])[F:25])=[CH:18][N:17]=1)C1C=CC=CC=1, predict the reaction product. The product is: [OH:15][C:16]1[C:21]([Cl:22])=[C:20]([CH3:23])[C:19]([C:24]([F:27])([F:25])[F:26])=[CH:18][N:17]=1. (2) Given the reactants C(OCC)C.C([Mg]Br)C.[C:10]1([S:16]([N:19]2[C:27]3[C:22](=[CH:23][C:24]([F:29])=[CH:25][C:26]=3[F:28])[C:21](I)=[CH:20]2)(=[O:18])=[O:17])[CH:15]=[CH:14][CH:13]=[CH:12][CH:11]=1.[CH2:31]([N:38]([CH2:43][C:44]1[CH:49]=[CH:48][CH:47]=[CH:46][CH:45]=1)[C@@H:39]([CH3:42])[CH:40]=[O:41])[C:32]1[CH:37]=[CH:36][CH:35]=[CH:34][CH:33]=1, predict the reaction product. The product is: [CH2:43]([N:38]([CH:39]([CH3:42])[CH:40]([C:21]1[C:22]2[C:27](=[C:26]([F:28])[CH:25]=[C:24]([F:29])[CH:23]=2)[N:19]([S:16]([C:10]2[CH:15]=[CH:14][CH:13]=[CH:12][CH:11]=2)(=[O:18])=[O:17])[CH:20]=1)[OH:41])[CH2:31][C:32]1[CH:37]=[CH:36][CH:35]=[CH:34][CH:33]=1)[C:44]1[CH:49]=[CH:48][CH:47]=[CH:46][CH:45]=1. (3) Given the reactants C(O[C:6]([N:8]1[CH2:13][CH2:12][N:11](C2C(=O)N(CC(C)C)N=C(C3C=CC(C)=C(F)C=3)C=2C)[CH2:10][CH2:9]1)=O)(C)(C)C.[Cl:34][C:35]1[CH:40]=[CH:39][CH:38]=[CH:37][C:36]=1[CH2:41][CH2:42][CH2:43][N:44]1[C:49](=[O:50])[C:48]([CH2:51]OS(C)(=O)=O)=[CH:47][C:46]([C:57]2[CH:62]=[CH:61][C:60]([F:63])=[C:59]([CH3:64])[CH:58]=2)=[N:45]1, predict the reaction product. The product is: [Cl:34][C:35]1[CH:40]=[CH:39][CH:38]=[CH:37][C:36]=1[CH2:41][CH2:42][CH2:43][N:44]1[C:49](=[O:50])[C:48]([CH2:51][N:11]2[CH2:12][CH2:13][N:8]([CH3:6])[CH2:9][CH2:10]2)=[CH:47][C:46]([C:57]2[CH:62]=[CH:61][C:60]([F:63])=[C:59]([CH3:64])[CH:58]=2)=[N:45]1. (4) Given the reactants C(Cl)CCl.Cl.[NH2:6][C:7]1[N:12]=[CH:11][C:10]([CH:13]=[CH:14][C:15]([OH:17])=O)=[CH:9][C:8]=1[C:18]([OH:21])([CH3:20])[CH3:19].C1C=CC2N(O)N=NC=2C=1.[CH3:32][NH:33][CH2:34][C:35]1[O:36][C:37]2[CH:44]=[CH:43][CH:42]=[CH:41][C:38]=2[C:39]=1[CH3:40].C(N(C(C)C)C(C)C)C, predict the reaction product. The product is: [NH2:6][C:7]1[N:12]=[CH:11][C:10](/[CH:13]=[CH:14]/[C:15]([N:33]([CH3:32])[CH2:34][C:35]2[O:36][C:37]3[CH:44]=[CH:43][CH:42]=[CH:41][C:38]=3[C:39]=2[CH3:40])=[O:17])=[CH:9][C:8]=1[C:18]([OH:21])([CH3:20])[CH3:19]. (5) Given the reactants I[C:2]1[N:6]2[CH:7]=[CH:8][CH:9]=[CH:10][C:5]2=[N:4][C:3]=1[C:11]([O:13][CH2:14][CH3:15])=[O:12].C1(P(C2C=CC=CC=2)C2C=CC=CC=2)C=CC=CC=1.[C:35](#[N:38])[CH:36]=[CH2:37].C(N(CC)CC)C.C([O-])([O-])=O.[Na+].[Na+], predict the reaction product. The product is: [C:35](/[CH:36]=[CH:37]/[C:2]1[N:6]2[CH:7]=[CH:8][CH:9]=[CH:10][C:5]2=[N:4][C:3]=1[C:11]([O:13][CH2:14][CH3:15])=[O:12])#[N:38].